Dataset: Full USPTO retrosynthesis dataset with 1.9M reactions from patents (1976-2016). Task: Predict the reactants needed to synthesize the given product. (1) The reactants are: [C:1]([O:5][C:6]([NH:8][CH2:9][C:10]1[CH:18]=[CH:17][C:13]([C:14](O)=[O:15])=[CH:12][CH:11]=1)=[O:7])([CH3:4])([CH3:3])[CH3:2].O. Given the product [C:1]([O:5][C:6](=[O:7])[NH:8][CH2:9][C:10]1[CH:11]=[CH:12][C:13]([CH2:14][OH:15])=[CH:17][CH:18]=1)([CH3:4])([CH3:2])[CH3:3], predict the reactants needed to synthesize it. (2) Given the product [CH:24]([Si:11]([CH:8]([CH3:10])[CH3:9])([CH:21]([CH3:23])[CH3:22])[O:12][C:13]1[CH:18]=[CH:17][CH:16]=[C:15]2[C:14]=1[NH:20][C:6](=[O:5])[CH:7]=[N:19]2)([CH3:26])[CH3:25], predict the reactants needed to synthesize it. The reactants are: C([O:5][CH2:6][CH3:7])(=O)C=O.[CH:8]([Si:11]([CH:24]([CH3:26])[CH3:25])([CH:21]([CH3:23])[CH3:22])[O:12][C:13]1[CH:18]=[CH:17][CH:16]=[C:15]([NH2:19])[C:14]=1[NH2:20])([CH3:10])[CH3:9]. (3) The reactants are: [C:1]1([C:7]2[CH:15]=[C:14]3[C:10]([CH2:11][C:12](=[O:16])[NH:13]3)=[CH:9][CH:8]=2)[CH:6]=[CH:5][CH:4]=[CH:3][CH:2]=1.[N:17]1([CH2:22][CH2:23][O:24][C:25]2[CH:26]=[C:27]3[C:31](=[CH:32][CH:33]=2)[NH:30][C:29]([CH:34]=O)=[CH:28]3)[CH2:21][CH2:20][CH2:19][CH2:18]1.N1CCCCC1. Given the product [C:1]1([C:7]2[CH:15]=[C:14]3[C:10]([C:11](=[CH:34][C:29]4[NH:30][C:31]5[C:27]([CH:28]=4)=[CH:26][C:25]([O:24][CH2:23][CH2:22][N:17]4[CH2:21][CH2:20][CH2:19][CH2:18]4)=[CH:33][CH:32]=5)[C:12](=[O:16])[NH:13]3)=[CH:9][CH:8]=2)[CH:2]=[CH:3][CH:4]=[CH:5][CH:6]=1, predict the reactants needed to synthesize it. (4) Given the product [CH3:1][N:2]1[C:10]([CH2:11][NH:36][CH2:35][CH2:34][N:29]2[CH:33]=[CH:32][CH:31]=[N:30]2)=[N:9][C:8]2[C:3]1=[N:4][C:5]([N:19]1[C:23]3[CH:24]=[CH:25][CH:26]=[CH:27][C:22]=3[N:21]=[C:20]1[CH3:28])=[N:6][C:7]=2[N:13]1[CH2:14][CH2:15][O:16][CH2:17][CH2:18]1, predict the reactants needed to synthesize it. The reactants are: [CH3:1][N:2]1[C:10]([CH:11]=O)=[N:9][C:8]2[C:3]1=[N:4][C:5]([N:19]1[C:23]3[CH:24]=[CH:25][CH:26]=[CH:27][C:22]=3[N:21]=[C:20]1[CH3:28])=[N:6][C:7]=2[N:13]1[CH2:18][CH2:17][O:16][CH2:15][CH2:14]1.[N:29]1([CH2:34][CH2:35][NH2:36])[CH:33]=[CH:32][CH:31]=[N:30]1. (5) Given the product [CH3:22][N:23]1[CH2:28][CH2:27][N:26]([CH:29]([CH2:32][CH3:33])[CH2:30][NH:31][C:2]2[CH:3]=[CH:4][C:5]3[N:6]([C:8]([C:11]4[CH:16]=[CH:15][CH:14]=[C:13]([O:17][C:18]([F:21])([F:20])[F:19])[CH:12]=4)=[CH:9][N:10]=3)[N:7]=2)[CH2:25][CH2:24]1, predict the reactants needed to synthesize it. The reactants are: Cl[C:2]1[CH:3]=[CH:4][C:5]2[N:6]([C:8]([C:11]3[CH:16]=[CH:15][CH:14]=[C:13]([O:17][C:18]([F:21])([F:20])[F:19])[CH:12]=3)=[CH:9][N:10]=2)[N:7]=1.[CH3:22][N:23]1[CH2:28][CH2:27][N:26]([CH:29]([CH2:32][CH3:33])[CH2:30][NH2:31])[CH2:25][CH2:24]1.CC([O-])(C)C.[Na+].